This data is from hERG Central: cardiac toxicity at 1µM, 10µM, and general inhibition. The task is: Predict hERG channel inhibition at various concentrations. (1) The compound is CCn1cc(C(=O)NCc2ccncc2)c(=O)c2cc(F)c(N3CCN(C(=O)c4ccco4)CC3)cc21. Results: hERG_inhib (hERG inhibition (general)): blocker. (2) The drug is Cc1cccc(C)c1OCc1cc(C(=O)N(C)Cc2nc3ccccc3[nH]2)no1. Results: hERG_inhib (hERG inhibition (general)): blocker. (3) The drug is O=C(CCc1nnc2n(Cc3ccc(F)cc3)c(=O)c3ccccc3n12)N1CCN(c2ccccn2)CC1. Results: hERG_inhib (hERG inhibition (general)): blocker. (4) The compound is O=c1[nH]c(CN2CCN(Cc3ccc4c(c3)OCO4)CC2)nc2ccccc12. Results: hERG_inhib (hERG inhibition (general)): blocker.